Dataset: Reaction yield outcomes from USPTO patents with 853,638 reactions. Task: Predict the reaction yield, written as a fraction of the theoretical maximum amount of product (1.0 means a 100% yield; for example, 0.34 means a 34% yield). (1) The reactants are [Cl:1][C:2]1[CH:7]=[CH:6][C:5]([NH:8][C:9]2[N:14]3[N:15]=[CH:16][C:17]([S:18](O)(=[O:20])=[O:19])=[C:13]3[N:12]=[CH:11][C:10]=2[C:22]([O:24][CH2:25][CH3:26])=[O:23])=[C:4]([CH3:27])[CH:3]=1.[CH2:28]([NH2:30])[CH3:29]. No catalyst specified. The product is [Cl:1][C:2]1[CH:7]=[CH:6][C:5]([NH:8][C:9]2[N:14]3[N:15]=[CH:16][C:17]([S:18](=[O:19])(=[O:20])[NH:30][CH2:28][CH3:29])=[C:13]3[N:12]=[CH:11][C:10]=2[C:22]([O:24][CH2:25][CH3:26])=[O:23])=[C:4]([CH3:27])[CH:3]=1. The yield is 0.950. (2) The reactants are [C:1]([C:5]1[CH:6]=[C:7]([C:15]2[N:19]([C:20]3[CH:21]=[N:22][C:23]([C:26](=[O:30])[N:27]([CH3:29])[CH3:28])=[CH:24][CH:25]=3)[N:18]=[C:17]([C:31]3[CH:40]=[CH:39][C:34]([C:35]([O:37]C)=[O:36])=[CH:33][CH:32]=3)[CH:16]=2)[CH:8]=[C:9]([C:11]([CH3:14])([CH3:13])[CH3:12])[CH:10]=1)([CH3:4])([CH3:3])[CH3:2].[Li+].[OH-].Cl. The catalyst is CO.C1COCC1. The product is [C:1]([C:5]1[CH:6]=[C:7]([C:15]2[N:19]([C:20]3[CH:21]=[N:22][C:23]([C:26](=[O:30])[N:27]([CH3:28])[CH3:29])=[CH:24][CH:25]=3)[N:18]=[C:17]([C:31]3[CH:40]=[CH:39][C:34]([C:35]([OH:37])=[O:36])=[CH:33][CH:32]=3)[CH:16]=2)[CH:8]=[C:9]([C:11]([CH3:14])([CH3:13])[CH3:12])[CH:10]=1)([CH3:2])([CH3:3])[CH3:4]. The yield is 0.510. (3) The reactants are [C:1]1([N:7]2[C:11]([NH:12][C:13](=[O:21])OC3C=CC=CC=3)=[C:10]3[CH2:22][S:23][CH2:24][C:9]3=[N:8]2)[CH:6]=[CH:5][CH:4]=[CH:3][CH:2]=1.C1(C2C=CC(COC)=CC=2CN)CC1.[CH3:39][O:40][CH2:41][C:42]1[CH:43]=[CH:44][C:45]([O:50][C:51]([F:54])([F:53])[F:52])=[C:46]([CH2:48][NH2:49])[CH:47]=1. No catalyst specified. The product is [CH3:39][O:40][CH2:41][C:42]1[CH:43]=[CH:44][C:45]([O:50][C:51]([F:52])([F:53])[F:54])=[C:46]([CH:47]=1)[CH2:48][NH:49][C:13]([NH:12][C:11]1[N:7]([C:1]2[CH:2]=[CH:3][CH:4]=[CH:5][CH:6]=2)[N:8]=[C:9]2[CH2:24][S:23][CH2:22][C:10]=12)=[O:21]. The yield is 0.400.